Predict which catalyst facilitates the given reaction. From a dataset of Catalyst prediction with 721,799 reactions and 888 catalyst types from USPTO. (1) Reactant: FC(F)(F)S(O[C:7]1[C:15]2[N:11]([CH:12]=[CH:13][CH:14]=2)[C:10]([C:16]([O:18][CH2:19][CH3:20])=[O:17])=[CH:9][CH:8]=1)(=O)=O.[SiH](CC)(CC)CC.CN([CH:33]=[O:34])C. Product: [CH:33]([C:7]1[C:15]2[N:11]([CH:12]=[CH:13][CH:14]=2)[C:10]([C:16]([O:18][CH2:19][CH3:20])=[O:17])=[CH:9][CH:8]=1)=[O:34]. The catalyst class is: 140. (2) Reactant: [C:1]([N:4]1[C:8]([CH3:9])=[C:7]([CH2:10][C:11]2[CH:16]=[CH:15][CH:14]=[CH:13][CH:12]=2)[C:6](=[O:17])[NH:5]1)(=[O:3])[CH3:2].C(=O)([O-])[O-].[K+].[K+].Br[C:25]1(Br)[O:51][C@H:50]([CH2:52][O:53][C:54](=[O:59])[C:55]([CH3:58])([CH3:57])[CH3:56])[C@@H:42]([O:43][C:44](=[O:49])[C:45]([CH3:48])([CH3:47])[CH3:46])[C@H:34]([O:35][C:36](=[O:41])[C:37]([CH3:40])([CH3:39])[CH3:38])[C@H:26]1[O:27][C:28](=[O:33])[C:29]([CH3:32])([CH3:31])[CH3:30]. The catalyst class is: 783. Product: [C:1]([N:4]1[C:8]([CH3:9])=[C:7]([CH2:10][C:11]2[CH:16]=[CH:15][CH:14]=[CH:13][CH:12]=2)[C:6]([O:17][C@@H:25]2[O:51][C@H:50]([CH2:52][O:53][C:54](=[O:59])[C:55]([CH3:58])([CH3:57])[CH3:56])[C@@H:42]([O:43][C:44](=[O:49])[C:45]([CH3:46])([CH3:47])[CH3:48])[C@H:34]([O:35][C:36](=[O:41])[C:37]([CH3:38])([CH3:39])[CH3:40])[C@H:26]2[O:27][C:28](=[O:33])[C:29]([CH3:32])([CH3:30])[CH3:31])=[N:5]1)(=[O:3])[CH3:2].